This data is from Full USPTO retrosynthesis dataset with 1.9M reactions from patents (1976-2016). The task is: Predict the reactants needed to synthesize the given product. (1) Given the product [CH3:14][Sn:15]([CH3:17])([CH3:16])[C:7]1[S:6][C:5]2[S:1][C:2]([Sn:15]([CH3:17])([CH3:16])[CH3:14])=[CH:3][C:4]=2[CH:8]=1, predict the reactants needed to synthesize it. The reactants are: [S:1]1[C:5]2[S:6][CH:7]=[CH:8][C:4]=2[CH:3]=[CH:2]1.C([Li])CCC.[CH3:14][Sn:15](Cl)([CH3:17])[CH3:16]. (2) Given the product [F:32][C:29]1[CH:30]=[CH:31][C:26]([C@@H:23]([NH:22][C:2]2[CH:3]=[CH:4][C:5]([N+:18]([O-:20])=[O:19])=[C:6]([NH:8][C:9]3[CH:13]=[C:12]([O:14][CH:15]([CH3:17])[CH3:16])[NH:11][N:10]=3)[N:7]=2)[CH2:24][OH:25])=[N:27][CH:28]=1, predict the reactants needed to synthesize it. The reactants are: Cl[C:2]1[N:7]=[C:6]([NH:8][C:9]2[CH:13]=[C:12]([O:14][CH:15]([CH3:17])[CH3:16])[NH:11][N:10]=2)[C:5]([N+:18]([O-:20])=[O:19])=[CH:4][CH:3]=1.Cl.[NH2:22][C@H:23]([C:26]1[CH:31]=[CH:30][C:29]([F:32])=[CH:28][N:27]=1)[CH2:24][OH:25].C(N(C(C)C)CC)(C)C. (3) The reactants are: [F:1][C:2]1[CH:3]=[C:4]([C:18]([OH:21])([CH3:20])[CH3:19])[CH:5]=[C:6]([F:17])[C:7]=1B1OC(C)(C)C(C)(C)O1.Br[C:23]1[N:28]=[C:27]([C:29]([O:31][CH3:32])=[O:30])[CH:26]=[CH:25][C:24]=1[F:33].CCN(C(C)C)C(C)C. Given the product [F:17][C:6]1[CH:5]=[C:4]([C:18]([OH:21])([CH3:19])[CH3:20])[CH:3]=[C:2]([F:1])[C:7]=1[C:23]1[N:28]=[C:27]([C:29]([O:31][CH3:32])=[O:30])[CH:26]=[CH:25][C:24]=1[F:33], predict the reactants needed to synthesize it.